The task is: Predict which catalyst facilitates the given reaction.. This data is from Catalyst prediction with 721,799 reactions and 888 catalyst types from USPTO. (1) Reactant: C1C=C(Cl)C=C(C(OO)=[O:9])C=1.[CH3:12][N:13]([C:22]1[CH:27]=[CH:26][CH:25]=[C:24]([C:28]2[CH:33]=[CH:32][CH:31]=[CH:30][CH:29]=2)[N:23]=1)[C:14]1[CH:19]=[CH:18][N:17]=[C:16]([S:20][CH3:21])[N:15]=1. Product: [CH3:12][N:13]([C:22]1[CH:27]=[CH:26][CH:25]=[C:24]([C:28]2[CH:33]=[CH:32][CH:31]=[CH:30][CH:29]=2)[N:23]=1)[C:14]1[CH:19]=[CH:18][N:17]=[C:16]([S:20]([CH3:21])=[O:9])[N:15]=1. The catalyst class is: 2. (2) Reactant: Br[C:2]1[CH:3]=[C:4]([Cl:16])[C:5]2[O:9][C:8]3[CH2:10][CH2:11][CH:12]([OH:14])[CH2:13][C:7]=3[C:6]=2[CH:15]=1.[C:17]1([S:23]([O-:25])=[O:24])[CH:22]=[CH:21][CH:20]=[CH:19][CH:18]=1.[Na+].C(=O)([O-])[O-].[Cs+].[Cs+].CC1(C)C2C(=C(P(C3C=CC=CC=3)C3C=CC=CC=3)C=CC=2)OC2C(P(C3C=CC=CC=3)C3C=CC=CC=3)=CC=CC1=2. Product: [Cl:16][C:4]1[C:5]2[O:9][C:8]3[CH2:10][CH2:11][CH:12]([OH:14])[CH2:13][C:7]=3[C:6]=2[CH:15]=[C:2]([S:23]([C:17]2[CH:22]=[CH:21][CH:20]=[CH:19][CH:18]=2)(=[O:25])=[O:24])[CH:3]=1. The catalyst class is: 11. (3) The catalyst class is: 39. Product: [Cl:1][C:2]1[CH:7]=[CH:6][C:5]([C:8]2[C:13](=[O:14])[N:12]([CH2:32][C:33]3[CH:40]=[CH:39][C:36]([C:37]#[N:38])=[CH:35][CH:34]=3)[N:11]3[C:15](=[O:18])[NH:16][N:17]=[C:10]3[C:9]=2[C:19]2[CH:24]=[CH:23][N:22]=[CH:21][CH:20]=2)=[CH:4][CH:3]=1. Reactant: [Cl:1][C:2]1[CH:7]=[CH:6][C:5]([C:8]2[C:13](=[O:14])[NH:12][N:11]3[C:15](=[O:18])[NH:16][N:17]=[C:10]3[C:9]=2[C:19]2[CH:24]=[CH:23][N:22]=[CH:21][CH:20]=2)=[CH:4][CH:3]=1.C([O-])([O-])=O.[K+].[K+].Br[CH2:32][C:33]1[CH:40]=[CH:39][C:36]([C:37]#[N:38])=[CH:35][CH:34]=1. (4) Reactant: [F:1][C:2]1[CH:3]=[C:4]([CH2:18][O:19][C:20]2[CH:25]=[CH:24][C:23]([CH2:26][CH2:27][C:28]([O:30][CH2:31][CH3:32])=[O:29])=[C:22]([CH3:33])[C:21]=2[CH3:34])[C:5]2[O:9][C:8]([CH2:10][CH2:11]OS(C)(=O)=O)=[CH:7][C:6]=2[CH:17]=1.[N-:35]=[N+:36]=[N-:37].[Na+]. Product: [N:35]([CH2:11][CH2:10][C:8]1[O:9][C:5]2[C:4]([CH2:18][O:19][C:20]3[CH:25]=[CH:24][C:23]([CH2:26][CH2:27][C:28]([O:30][CH2:31][CH3:32])=[O:29])=[C:22]([CH3:33])[C:21]=3[CH3:34])=[CH:3][C:2]([F:1])=[CH:17][C:6]=2[CH:7]=1)=[N+:36]=[N-:37]. The catalyst class is: 9. (5) Reactant: [C:1]([O:5][C:6](=[O:8])C)([CH3:4])([CH3:3])C.[CH3:22][C:20](S[CH2:16][CH2:18][NH2+:19][C:16]([CH2:18][NH2:19])=O)=[O:21].[C:20]([O-])([C:22](F)(F)F)=[O:21].BrCC(O[C:32]([CH3:35])([CH3:34])[CH3:33])=O.[C:36]([O-])([O-])=O.[K+].[K+].[CH3:42][C:43]([CH3:45])=O. Product: [CH3:42][C:43]1[CH:45]=[CH:34][C:32]([CH3:33])=[CH:35][C:16]=1[CH2:18][N:19]1[C:4]2[C:20]([OH:21])=[CH:22][CH:36]=[CH:3][C:1]=2[O:5][C:6]1=[O:8]. The catalyst class is: 16. (6) Reactant: [CH2:1]=[CH:2][CH:3]=[CH2:4].[Cl:5][C:6]1[CH:16]=[CH:15][CH:14]=[CH:13][C:7]=1[CH:8]=[CH:9][N+:10]([O-:12])=[O:11]. Product: [Cl:5][C:6]1[CH:16]=[CH:15][CH:14]=[CH:13][C:7]=1[C@H:8]1[C@H:9]([N+:10]([O-:12])=[O:11])[CH2:4][CH:3]=[CH:2][CH2:1]1. The catalyst class is: 11.